Dataset: Drug-target binding data from BindingDB using IC50 measurements. Task: Regression. Given a target protein amino acid sequence and a drug SMILES string, predict the binding affinity score between them. We predict pIC50 (pIC50 = -log10(IC50 in M); higher means more potent). Dataset: bindingdb_ic50. (1) The compound is CCCCN1C(=O)[C@H]([C@H](O)[C@H](CC2CCCCC2)NC(=O)[C@H](Cc2cnc[nH]2)NC(=O)[C@H](Cc2ccccc2)NC(=O)OC(C)(C)C)CC1(C)C. The target protein (P20142) has sequence MKWMVVVLVCLQLLEAAVVKVPLKKFKSIRETMKEKGLLGEFLRTHKYDPAWKYRFGDLSVTYEPMAYMDAAYFGEISIGTPPQNFLVLFDTGSSNLWVPSVYCQSQACTSHSRFNPSESSTYSTNGQTFSLQYGSGSLTGFFGYDTLTVQSIQVPNQEFGLSENEPGTNFVYAQFDGIMGLAYPALSVDEATTAMQGMVQEGALTSPVFSVYLSNQQGSSGGAVVFGGVDSSLYTGQIYWAPVTQELYWQIGIEEFLIGGQASGWCSEGCQAIVDTGTSLLTVPQQYMSALLQATGAQEDEYGQFLVNCNSIQNLPSLTFIINGVEFPLPPSSYILSNNGYCTVGVEPTYLSSQNGQPLWILGDVFLRSYYSVYDLGNNRVGFATAA. The pIC50 is 6.0. (2) The drug is CC(C)Cc1nnc2c(C(=O)NC3c4ccccc4-c4ccccc43)cccn12. The target protein sequence is MVYSYTEKKRIRKDFGKRPQVLDVPYLLSIQLDSFQKFIEQDPEGQYGLEAAFRSVFPIQSYSGNSELQYVSYRLGEPVFDVQECQIRGVTYSAPLRVKLRLVIYEREAPEGTVKDIKEQEVYMGEIPLMTDNGTFVINGTERVIVSQLHRSPGVFFDSDKGKTHSSGKVLYNARIIPYRGSWLDFEFDPKDNLFVRIDRRRKLPATIILRALNYTTEQILDLFFEKVIFEIRDNKLQMELVPERLRGETASFDIEANGKVYVEKGRRITARHIRQLEKDDVKLIEVPVEYIAGKVVAKDYIDESTGELICAANMELSLDLLAKLSQSGHKRIETLFTNDLDHGPYISETLRVDPTNDRLSALVEIYRMMRPGEPPTREAAESLFENLFFSEDRYDLSAVGRMKFNRSLLREEIEGSGILSKDDIIDVMKKLIDIRNGKGEVDDIDHLGNRRIRSVGEMAENQFRVGLVRVERAVKERLSLGDLDTLMPQDMINAKPISA.... The pIC50 is 5.5. (3) The compound is CC(C)[C@@H](NC(=O)c1ccccc1)C(=O)N1CCC(c2ccc(Cl)cc2)CC1. The target protein sequence is METSATTTDYDTTTEYDYEDTTPCQKVAVRAFGAQLLPPLYSLVFVIGLVGNVLVVLVLMKYKRLRSMTSIYLLNLAISDLLFLFTLPFWIDYRLKDDWVFGDVLCKFLSGLYYVGLYSEVFFIILLTIDRYLAIVHAVFALRARTVSFGIVTSIVTWALTILAAIPGFRFSKTQWEFTHYTCSLHFPHESLRQWKQFQALKLNILGLVLPLLVMVVCYTGIIQILLRRPNEKKSRAVRLIFVIMLIFFLFWTPYNLTLLVSAFQDSLFTNQCEQSKQLDLAIQVTEVIAYTHCCVNPVIYVFVGERFQKYLRQLFHTYLAKWLPFLSTERLERASSVSPSTAEHELSAGF. The pIC50 is 6.3.